Task: Predict the reactants needed to synthesize the given product.. Dataset: Retrosynthesis with 50K atom-mapped reactions and 10 reaction types from USPTO (1) Given the product C[SiH](C)c1cc(C(C)(C)C)cnc1-c1ccccn1, predict the reactants needed to synthesize it. The reactants are: C[SiH](C)c1cc(C(C)(C)C)cnc1Br.[Zn+]c1ccccn1. (2) Given the product CC(C)(C)OC(=O)N1CCCC1c1cc([N+](=O)[O-])ccc1Oc1ccc(OC(F)(F)F)cc1, predict the reactants needed to synthesize it. The reactants are: CC(C)(C)OC(=O)OC(=O)OC(C)(C)C.O=[N+]([O-])c1ccc(Oc2ccc(OC(F)(F)F)cc2)c(C2CCCN2)c1. (3) Given the product CC(=O)N1c2cc3c(cc2[C@H](Nc2ccc(Cl)cc2)C[C@@H]1C)OCO3, predict the reactants needed to synthesize it. The reactants are: CC(=O)N1c2cc3c(cc2C(N)CC1C)OCO3.OB(O)c1ccc(Cl)cc1. (4) Given the product CCNC(=O)N1CCC(C(=O)Nc2ccc3cc2CCc2cccc(c2)Nc2ncc(Cl)c(n2)N3)CC1, predict the reactants needed to synthesize it. The reactants are: CCN=C=O.O=C(Nc1ccc2cc1CCc1cccc(c1)Nc1ncc(Cl)c(n1)N2)C1CCNCC1. (5) Given the product CCOC(=O)/C=C(/c1ccccc1)c1ccc(C#CCN(C)C)cc1, predict the reactants needed to synthesize it. The reactants are: C#CCN(C)C.CCOC(=O)/C=C(/c1ccccc1)c1ccc(Br)cc1. (6) The reactants are: CC(=O)OC(C)=O.NCC[C@@H]1CCc2ccc3c(c21)CCO3. Given the product CC(=O)NCC[C@@H]1CCc2ccc3c(c21)CCO3, predict the reactants needed to synthesize it. (7) Given the product C[C@@](O)(CO)Cn1cc([N+](=O)[O-])nc1Cl, predict the reactants needed to synthesize it. The reactants are: C[C@@](O)(COC(=O)c1ccc([N+](=O)[O-])cc1)Cn1cc([N+](=O)[O-])nc1Cl. (8) Given the product Nc1nc(-c2cccc(Br)c2)c[nH]1, predict the reactants needed to synthesize it. The reactants are: CC(=O)Nc1nc(-c2cccc(Br)c2)c[nH]1. (9) Given the product COc1ccc2nc(-c3cc(-c4ccc(N5CCNCC5)nc4)cnc3N)[nH]c2c1, predict the reactants needed to synthesize it. The reactants are: COc1ccc2nc(-c3cc(-c4ccc(N5CCN(C(=O)OC(C)(C)C)CC5)nc4)cnc3N)[nH]c2c1.